This data is from Forward reaction prediction with 1.9M reactions from USPTO patents (1976-2016). The task is: Predict the product of the given reaction. (1) Given the reactants [C:1](C1C2C(=CC(C(O)=O)=CC=2)NN=1)(=[O:3])[NH2:2].Br[C:17]1[CH:18]=[C:19]2[C:24](=[CH:25][CH:26]=1)[N:23]=[CH:22][C:21]([C:27]([O:29]CC)=[O:28])=[CH:20]2, predict the reaction product. The product is: [C:1]([C:17]1[CH:18]=[C:19]2[C:24](=[CH:25][CH:26]=1)[N:23]=[CH:22][C:21]([C:27]([OH:29])=[O:28])=[CH:20]2)(=[O:3])[NH2:2]. (2) Given the reactants [NH2:1][C:2]1[CH:3]=[CH:4][C:5]([F:28])=[C:6]([C@:8]2([CH3:27])[CH2:13][C@@H:12]([C:14]([F:17])([F:16])[F:15])[O:11][C:10]([NH:18][C:19](=[O:26])[C:20]3[CH:25]=[CH:24][CH:23]=[CH:22][CH:21]=3)=[N:9]2)[CH:7]=1.Cl[C:30]1[O:31][C:32]2[CH:38]=[C:37]([Cl:39])[CH:36]=[CH:35][C:33]=2[N:34]=1.CN1C(=O)CCC1, predict the reaction product. The product is: [Cl:39][C:37]1[CH:36]=[CH:35][C:33]2[N:34]=[C:30]([NH:1][C:2]3[CH:3]=[CH:4][C:5]([F:28])=[C:6]([C@:8]4([CH3:27])[CH2:13][C@@H:12]([C:14]([F:17])([F:15])[F:16])[O:11][C:10]([NH:18][C:19](=[O:26])[C:20]5[CH:21]=[CH:22][CH:23]=[CH:24][CH:25]=5)=[N:9]4)[CH:7]=3)[O:31][C:32]=2[CH:38]=1.